This data is from Full USPTO retrosynthesis dataset with 1.9M reactions from patents (1976-2016). The task is: Predict the reactants needed to synthesize the given product. (1) The reactants are: [C:1]([O:4][C:5]1[CH:12]=[CH:11][C:8]([CH:9]=O)=[CH:7][CH:6]=1)(=[O:3])[CH3:2].Cl.[C:14]([O:18][C:19](=[O:23])[CH2:20][CH2:21][NH2:22])([CH3:17])([CH3:16])[CH3:15].C(O[BH-](OC(=O)C)OC(=O)C)(=O)C.[Na+]. Given the product [C:14]([O:18][C:19](=[O:23])[CH2:20][CH2:21][NH:22][CH2:9][C:8]1[CH:11]=[CH:12][C:5]([O:4][C:1](=[O:3])[CH3:2])=[CH:6][CH:7]=1)([CH3:17])([CH3:16])[CH3:15], predict the reactants needed to synthesize it. (2) Given the product [CH3:43][N:44]1[CH2:49][CH2:48][N:47]([C:19]([O:13][C:5]2[CH:6]=[C:7]([N+:10]([O-:12])=[O:11])[CH:8]=[CH:9][C:4]=2[C:3]([O:2][CH3:1])=[O:14])=[O:25])[CH2:46][CH2:45]1, predict the reactants needed to synthesize it. The reactants are: [CH3:1][O:2][C:3](=[O:14])[C:4]1[CH:9]=[CH:8][C:7]([N+:10]([O-:12])=[O:11])=[CH:6][C:5]=1[OH:13].ClC(Cl)(O[C:19](=[O:25])OC(Cl)(Cl)Cl)Cl.C(N(C(C)C)CC)(C)C.CCN(CC)CC.[CH3:43][N:44]1[CH2:49][CH2:48][NH:47][CH2:46][CH2:45]1. (3) The reactants are: [CH2:1]([NH:8][CH2:9][C:10]1[CH:15]=[C:14]([C:16]([F:19])([F:18])[F:17])[CH:13]=[CH:12][C:11]=1[Br:20])[C:2]1[CH:7]=[CH:6][CH:5]=[CH:4][CH:3]=1.[C:21](Cl)(=[O:23])[CH3:22]. Given the product [CH2:1]([N:8]([CH2:9][C:10]1[CH:15]=[C:14]([C:16]([F:19])([F:17])[F:18])[CH:13]=[CH:12][C:11]=1[Br:20])[C:21](=[O:23])[CH3:22])[C:2]1[CH:3]=[CH:4][CH:5]=[CH:6][CH:7]=1, predict the reactants needed to synthesize it. (4) Given the product [ClH:28].[CH3:1][S:2]([C:4]1[C:13]2[C:8](=[CH:9][CH:10]=[CH:11][C:12]=2[NH:14][CH:15]2[CH2:20][CH2:19][NH:18][CH2:17][CH2:16]2)[CH:7]=[N:6][CH:5]=1)=[O:3], predict the reactants needed to synthesize it. The reactants are: [CH3:1][S:2]([C:4]1[C:13]2[C:8](=[CH:9][CH:10]=[CH:11][C:12]=2[NH:14][CH:15]2[CH2:20][CH2:19][N:18](C(OC(C)(C)C)=O)[CH2:17][CH2:16]2)[CH:7]=[N:6][CH:5]=1)=[O:3].[ClH:28].CO. (5) Given the product [C@@H:1]1([N:10]2[C:19]3[C:13](=[C:14]([N+:16]([O-:20])=[CH:17][N:18]=3)[NH2:15])[N:12]=[CH:11]2)[O:9][C@H:6]([CH2:7][OH:8])[C@@H:4]([OH:5])[C@H:2]1[OH:3], predict the reactants needed to synthesize it. The reactants are: [C@@H:1]1([N:10]2[C:19]3[N:18]=[CH:17][N:16]=[C:14]([NH2:15])[C:13]=3[N:12]=[CH:11]2)[O:9][C@H:6]([CH2:7][OH:8])[C@@H:4]([OH:5])[C@H:2]1[OH:3].[OH:20]O. (6) Given the product [F:17][C:16]1[CH:15]=[CH:14][C:13]([CH:18]2[C:19]([C:30]([O:32][CH3:33])=[O:31])=[C:20]([CH3:29])[NH:21][C:22]([CH3:28])=[C:23]2[C:24]([O:26][CH3:27])=[O:25])=[CH:12][C:11]=1[NH:10][C:5]1[C:6](=[O:9])[C:7](=[O:8])[C:4]=1[NH:51][CH2:50][CH2:49][CH2:48][N:45]1[CH2:44][CH2:43][CH:42]([C:38]2[CH:39]=[CH:40][CH:41]=[C:36]([O:35][CH3:34])[CH:37]=2)[CH2:47][CH2:46]1, predict the reactants needed to synthesize it. The reactants are: C(O[C:4]1[C:7](=[O:8])[C:6](=[O:9])[C:5]=1[NH:10][C:11]1[CH:12]=[C:13]([CH:18]2[C:23]([C:24]([O:26][CH3:27])=[O:25])=[C:22]([CH3:28])[NH:21][C:20]([CH3:29])=[C:19]2[C:30]([O:32][CH3:33])=[O:31])[CH:14]=[CH:15][C:16]=1[F:17])C.[CH3:34][O:35][C:36]1[CH:37]=[C:38]([CH:42]2[CH2:47][CH2:46][N:45]([CH2:48][CH2:49][CH2:50][NH2:51])[CH2:44][CH2:43]2)[CH:39]=[CH:40][CH:41]=1.